Dataset: Catalyst prediction with 721,799 reactions and 888 catalyst types from USPTO. Task: Predict which catalyst facilitates the given reaction. Reactant: [Cl:1][C:2]1[C:7]([N:8]2[CH2:13][CH2:12][CH:11]([C:14]3[CH:19]=[CH:18][C:17]([O:20][CH3:21])=[CH:16][CH:15]=3)[CH2:10][CH2:9]2)=[CH:6][N:5]=[N:4][C:3]=1[NH:22][NH:23][C:24](=O)[CH2:25][CH:26]1[CH2:28][CH2:27]1.P(Cl)(Cl)(Cl)=O. Product: [Cl:1][C:2]1[C:3]2[N:4]([C:24]([CH2:25][CH:26]3[CH2:27][CH2:28]3)=[N:23][N:22]=2)[N:5]=[CH:6][C:7]=1[N:8]1[CH2:9][CH2:10][CH:11]([C:14]2[CH:15]=[CH:16][C:17]([O:20][CH3:21])=[CH:18][CH:19]=2)[CH2:12][CH2:13]1. The catalyst class is: 10.